From a dataset of Forward reaction prediction with 1.9M reactions from USPTO patents (1976-2016). Predict the product of the given reaction. (1) Given the reactants [CH2:1]([C:8]1[S:12][C:11]([C:13]2[CH:18]=[C:17]([F:19])[CH:16]=[CH:15][C:14]=2[F:20])=[N:10][C:9]=1[CH:21]=O)[C:2]1[CH:7]=[CH:6][CH:5]=[CH:4][CH:3]=1.[C:23]([S@:27]([NH2:29])=[O:28])([CH3:26])([CH3:25])[CH3:24], predict the reaction product. The product is: [CH2:1]([C:8]1[S:12][C:11]([C:13]2[CH:18]=[C:17]([F:19])[CH:16]=[CH:15][C:14]=2[F:20])=[N:10][C:9]=1[CH:21]=[N:29][S@@:27]([C:23]([CH3:26])([CH3:25])[CH3:24])=[O:28])[C:2]1[CH:7]=[CH:6][CH:5]=[CH:4][CH:3]=1. (2) The product is: [CH3:44][O:45][CH2:46][CH2:47][NH:48][CH2:21][C:20]1[CH:23]=[C:16]([C:11]2[N:12]=[C:13]([CH3:15])[N:14]=[C:9]([NH2:8])[N:10]=2)[C:17]([NH:24][C:25]2[CH:26]=[N:27][C:28]([O:31][CH3:32])=[CH:29][CH:30]=2)=[N:18][CH:19]=1. Given the reactants COC1C=CC(C[N:8](CC2C=CC(OC)=CC=2)[C:9]2[N:14]=[C:13]([CH3:15])[N:12]=[C:11]([C:16]3[C:17]([NH:24][C:25]4[CH:26]=[N:27][C:28]([O:31][CH3:32])=[CH:29][CH:30]=4)=[N:18][CH:19]=[C:20]([CH:23]=3)[CH:21]=O)[N:10]=2)=CC=1.[CH3:44][O:45][CH2:46][CH2:47][NH2:48], predict the reaction product. (3) Given the reactants [Cl:1][C:2]1[CH:7]=[CH:6][C:5]([C@@H:8]2[CH2:13][CH2:12][C:11](=[O:14])[CH2:10][C@H:9]2[C:15]([O:17]C)=[O:16])=[CH:4][CH:3]=1.[OH-].[Li+], predict the reaction product. The product is: [Cl:1][C:2]1[CH:3]=[CH:4][C:5]([C@@H:8]2[CH2:13][CH2:12][C:11](=[O:14])[CH2:10][C@H:9]2[C:15]([OH:17])=[O:16])=[CH:6][CH:7]=1.